Predict the reaction yield, written as a fraction of the theoretical maximum amount of product (1.0 means a 100% yield; for example, 0.34 means a 34% yield). From a dataset of Reaction yield outcomes from USPTO patents with 853,638 reactions. (1) The catalyst is CN(C)C=O. The reactants are [NH2:1][C:2]1[N:3]=[C:4]2[CH:9]=[CH:8][C:7]([O:10][C:11]3[CH:12]=[C:13]([NH:17][C:18](=[O:29])[C:19]4[CH:24]=[CH:23][CH:22]=[C:21]([C:25]([F:28])([F:27])[F:26])[CH:20]=4)[CH:14]=[CH:15][CH:16]=3)=[N:6][N:5]2[CH:30]=1.[CH3:31][CH:32]([CH3:36])[C:33](O)=[O:34].Cl.CN(C)CCCN=C=NCC.ON1C2C=CC=CC=2N=N1.C(N(CC)CC)C. The yield is 0.420. The product is [C:33]([NH:1][C:2]1[N:3]=[C:4]2[CH:9]=[CH:8][C:7]([O:10][C:11]3[CH:12]=[C:13]([NH:17][C:18](=[O:29])[C:19]4[CH:24]=[CH:23][CH:22]=[C:21]([C:25]([F:28])([F:27])[F:26])[CH:20]=4)[CH:14]=[CH:15][CH:16]=3)=[N:6][N:5]2[CH:30]=1)(=[O:34])[CH:32]([CH3:36])[CH3:31]. (2) The reactants are Br[C:2]1[CH:9]=[CH:8][C:5]([C:6]#[N:7])=[C:4]([F:10])[C:3]=1[CH3:11].[Si:12]([O:19][C@@H:20]1[C@H:24]([CH3:25])[NH:23][C:22](=[O:26])[CH2:21]1)([C:15]([CH3:18])([CH3:17])[CH3:16])([CH3:14])[CH3:13].C(=O)([O-])[O-].[Cs+].[Cs+].C1(P(C2C=CC=CC=2)C2C3OC4C(=CC=CC=4P(C4C=CC=CC=4)C4C=CC=CC=4)C(C)(C)C=3C=CC=2)C=CC=CC=1. The catalyst is O1CCOCC1.C1C=CC(/C=C/C(/C=C/C2C=CC=CC=2)=O)=CC=1.C1C=CC(/C=C/C(/C=C/C2C=CC=CC=2)=O)=CC=1.C1C=CC(/C=C/C(/C=C/C2C=CC=CC=2)=O)=CC=1.[Pd].[Pd].O. The product is [Si:12]([O:19][C@H:20]1[CH2:21][C:22](=[O:26])[N:23]([C:2]2[CH:9]=[CH:8][C:5]([C:6]#[N:7])=[C:4]([F:10])[C:3]=2[CH3:11])[C@H:24]1[CH3:25])([C:15]([CH3:18])([CH3:17])[CH3:16])([CH3:14])[CH3:13]. The yield is 0.190.